Dataset: NCI-60 drug combinations with 297,098 pairs across 59 cell lines. Task: Regression. Given two drug SMILES strings and cell line genomic features, predict the synergy score measuring deviation from expected non-interaction effect. (1) Drug 1: C1=CC(=CC=C1CC(C(=O)O)N)N(CCCl)CCCl.Cl. Drug 2: CC1=C(C(=CC=C1)Cl)NC(=O)C2=CN=C(S2)NC3=CC(=NC(=N3)C)N4CCN(CC4)CCO. Cell line: DU-145. Synergy scores: CSS=4.68, Synergy_ZIP=1.04, Synergy_Bliss=2.18, Synergy_Loewe=-6.90, Synergy_HSA=-1.63. (2) Drug 1: CC1=C(C(=CC=C1)Cl)NC(=O)C2=CN=C(S2)NC3=CC(=NC(=N3)C)N4CCN(CC4)CCO. Drug 2: C(CN)CNCCSP(=O)(O)O. Cell line: SK-MEL-28. Synergy scores: CSS=4.75, Synergy_ZIP=-0.564, Synergy_Bliss=2.05, Synergy_Loewe=-17.8, Synergy_HSA=-1.01. (3) Drug 1: C1CN1P(=S)(N2CC2)N3CC3. Drug 2: C#CCC(CC1=CN=C2C(=N1)C(=NC(=N2)N)N)C3=CC=C(C=C3)C(=O)NC(CCC(=O)O)C(=O)O. Cell line: OVCAR-4. Synergy scores: CSS=50.4, Synergy_ZIP=3.67, Synergy_Bliss=1.71, Synergy_Loewe=-26.6, Synergy_HSA=1.27. (4) Drug 1: C1C(C(OC1N2C=C(C(=O)NC2=O)F)CO)O. Drug 2: CC1=C(C(=CC=C1)Cl)NC(=O)C2=CN=C(S2)NC3=CC(=NC(=N3)C)N4CCN(CC4)CCO. Cell line: LOX IMVI. Synergy scores: CSS=11.5, Synergy_ZIP=-0.764, Synergy_Bliss=2.82, Synergy_Loewe=-15.5, Synergy_HSA=-3.15. (5) Drug 1: C1=NC(=NC(=O)N1C2C(C(C(O2)CO)O)O)N. Drug 2: C1CN(P(=O)(OC1)NCCCl)CCCl. Cell line: K-562. Synergy scores: CSS=46.8, Synergy_ZIP=3.46, Synergy_Bliss=1.96, Synergy_Loewe=-40.7, Synergy_HSA=-1.84. (6) Drug 1: CC(C)(C#N)C1=CC(=CC(=C1)CN2C=NC=N2)C(C)(C)C#N. Drug 2: C1C(C(OC1N2C=NC(=NC2=O)N)CO)O. Cell line: IGROV1. Synergy scores: CSS=-2.77, Synergy_ZIP=0.198, Synergy_Bliss=-1.84, Synergy_Loewe=-2.15, Synergy_HSA=-2.33. (7) Drug 1: COC1=C2C(=CC3=C1OC=C3)C=CC(=O)O2. Drug 2: C(CN)CNCCSP(=O)(O)O. Cell line: SF-539. Synergy scores: CSS=-14.6, Synergy_ZIP=9.89, Synergy_Bliss=-3.46, Synergy_Loewe=-31.0, Synergy_HSA=-28.7. (8) Drug 1: CC1=C2C(C(=O)C3(C(CC4C(C3C(C(C2(C)C)(CC1OC(=O)C(C(C5=CC=CC=C5)NC(=O)C6=CC=CC=C6)O)O)OC(=O)C7=CC=CC=C7)(CO4)OC(=O)C)O)C)OC(=O)C. Drug 2: CNC(=O)C1=NC=CC(=C1)OC2=CC=C(C=C2)NC(=O)NC3=CC(=C(C=C3)Cl)C(F)(F)F. Cell line: HT29. Synergy scores: CSS=70.4, Synergy_ZIP=1.07, Synergy_Bliss=1.57, Synergy_Loewe=-6.72, Synergy_HSA=4.62. (9) Drug 1: C1CCC(C1)C(CC#N)N2C=C(C=N2)C3=C4C=CNC4=NC=N3. Drug 2: C1CCC(C(C1)N)N.C(=O)(C(=O)[O-])[O-].[Pt+4]. Cell line: SF-295. Synergy scores: CSS=14.8, Synergy_ZIP=-4.02, Synergy_Bliss=-0.0975, Synergy_Loewe=-5.73, Synergy_HSA=2.00.